From a dataset of CYP1A2 inhibition data for predicting drug metabolism from PubChem BioAssay. Regression/Classification. Given a drug SMILES string, predict its absorption, distribution, metabolism, or excretion properties. Task type varies by dataset: regression for continuous measurements (e.g., permeability, clearance, half-life) or binary classification for categorical outcomes (e.g., BBB penetration, CYP inhibition). Dataset: cyp1a2_veith. (1) The drug is CCc1cc2c(c(CC)n1)CCC(=O)N2Cc1ccc(-c2ccccc2-c2nn[nH]n2)cc1. The result is 0 (non-inhibitor). (2) The compound is O=S(=O)(c1cccc(-c2nnc(-c3ccc(Br)cc3)o2)c1)N1CCCCCC1. The result is 1 (inhibitor). (3) The drug is Cc1ccc(-n2c(CCC(=O)O)ccc2-c2cccs2)cc1C. The result is 1 (inhibitor). (4) The molecule is O=C(O)c1c(Br)c(Br)c(Br)c(Br)c1C1c2ccc(O)cc2Oc2cc(O)ccc21. The result is 0 (non-inhibitor). (5) The molecule is COC(=O)[C@H](C)NC(=O)C/C=C\[C@@H](C)[C@@H](CO)OC. The result is 0 (non-inhibitor). (6) The compound is COC(=O)C[C@@H]1O[C@H]1[C@H](C)[C@@H](OC)C(C)C. The result is 0 (non-inhibitor).